This data is from Reaction yield outcomes from USPTO patents with 853,638 reactions. The task is: Predict the reaction yield, written as a fraction of the theoretical maximum amount of product (1.0 means a 100% yield; for example, 0.34 means a 34% yield). (1) The reactants are [Cl:1][C:2]1[CH:7]=[CH:6][C:5]([CH2:8][C:9]#[N:10])=[CH:4][C:3]=1[OH:11].C([O-])([O-])=O.[K+].[K+].[CH:18]1[CH:23]=[CH:22][C:21]([CH2:24]Br)=[CH:20][CH:19]=1. The catalyst is CC#N. The product is [CH2:24]([O:11][C:3]1[CH:4]=[C:5]([CH2:8][C:9]#[N:10])[CH:6]=[CH:7][C:2]=1[Cl:1])[C:21]1[CH:22]=[CH:23][CH:18]=[CH:19][CH:20]=1. The yield is 0.600. (2) The reactants are [H-].[Al+3].[Li+].[H-].[H-].[H-].C(O[C:12]([N:14]1[CH2:36][CH2:35][C:17]2[N:18]([CH2:26][CH2:27][C:28]3[CH:29]=[N:30][C:31]([CH3:34])=[CH:32][CH:33]=3)[C:19]3[CH:20]=[CH:21][C:22]([CH3:25])=[CH:23][C:24]=3[C:16]=2[CH2:15]1)=O)(C)(C)C.O.O.O.O.O.O.O.O.O.O.S([O-])([O-])(=O)=O.[Na+].[Na+]. The catalyst is O1CCCC1. The product is [CH3:12][N:14]1[CH2:36][CH2:35][C:17]2[N:18]([CH2:26][CH2:27][C:28]3[CH:29]=[N:30][C:31]([CH3:34])=[CH:32][CH:33]=3)[C:19]3[CH:20]=[CH:21][C:22]([CH3:25])=[CH:23][C:24]=3[C:16]=2[CH2:15]1. The yield is 0.700. (3) The product is [N:6]1([CH2:5][CH2:4][C:22]([CH3:23])([OH:21])[CH3:16])[C:14]2[C:9](=[CH:10][CH:11]=[CH:12][CH:13]=2)[CH:8]=[CH:7]1. The catalyst is C1COCC1. The reactants are COC(=O)[CH2:4][CH2:5][N:6]1[C:14]2[C:9](=[CH:10][CH:11]=[CH:12][CH:13]=2)[CH:8]=[CH:7]1.[CH3:16][Mg]I.C([O:21][CH2:22][CH3:23])C. The yield is 0.870. (4) The reactants are [CH2:1]([O:8][C:9]1[CH:10]=[C:11]([C:15]([CH3:19])([CH3:18])[CH:16]=O)[CH:12]=[CH:13][CH:14]=1)[C:2]1[CH:7]=[CH:6][CH:5]=[CH:4][CH:3]=1.[N:20]1C=CC=[CH:22][CH:21]=1.C([O-])(=O)C.[NH4+].C(CC(O)=O)#N. The catalyst is C1(C)C=CC=CC=1.C(OCC)(=O)C. The product is [CH2:1]([O:8][C:9]1[CH:10]=[C:11]([C:15]([CH3:19])([CH3:18])/[CH:16]=[CH:22]/[C:21]#[N:20])[CH:12]=[CH:13][CH:14]=1)[C:2]1[CH:7]=[CH:6][CH:5]=[CH:4][CH:3]=1. The yield is 0.910. (5) The reactants are [H-].[Na+].[Br:3][C:4]1[CH:5]=[C:6]([CH:16]=[CH:17][CH:18]=1)[CH2:7][NH:8][C:9](=[O:15])[O:10][C:11]([CH3:14])([CH3:13])[CH3:12].[CH3:19]I. The yield is 0.950. The catalyst is CN(C)C=O. The product is [Br:3][C:4]1[CH:5]=[C:6]([CH:16]=[CH:17][CH:18]=1)[CH2:7][N:8]([CH3:19])[C:9](=[O:15])[O:10][C:11]([CH3:14])([CH3:13])[CH3:12]. (6) The reactants are [Li+].[Cl-:2].[C:3]1([CH:9](O)[CH2:10][CH3:11])[CH:8]=[CH:7][CH:6]=[CH:5][CH:4]=1. No catalyst specified. The product is [C:3]1([CH2:9][CH2:10][CH2:11][Cl:2])[CH:8]=[CH:7][CH:6]=[CH:5][CH:4]=1. The yield is 0.980. (7) The reactants are [Cl:1][C:2]1[CH:7]=[CH:6][N:5]=[C:4]2[NH:8][CH:9]=[CH:10][C:3]=12.C(N(CC)CC)C.[C:18]1([S:24](Cl)(=[O:26])=[O:25])[CH:23]=[CH:22][CH:21]=[CH:20][CH:19]=1. The catalyst is C(Cl)Cl.CN(C1C=CN=CC=1)C. The product is [Cl:1][C:2]1[CH:7]=[CH:6][N:5]=[C:4]2[N:8]([S:24]([C:18]3[CH:23]=[CH:22][CH:21]=[CH:20][CH:19]=3)(=[O:26])=[O:25])[CH:9]=[CH:10][C:3]=12. The yield is 0.970. (8) The reactants are [C:1]1([C:9]2[CH:14]=[CH:13][CH:12]=[CH:11][CH:10]=2)[C:2]([CH:7]=O)=[CH:3][CH:4]=[CH:5][CH:6]=1.[C:15]([O:19][C:20]([N:22]1[CH2:27][CH2:26][NH:25][CH2:24][CH2:23]1)=[O:21])([CH3:18])([CH3:17])[CH3:16].C(O)(=O)C.C(O[BH-](OC(=O)C)OC(=O)C)(=O)C.[Na+].[OH-].[Na+]. The catalyst is ClCCl. The product is [C:15]([O:19][C:20]([N:22]1[CH2:27][CH2:26][N:25]([CH2:7][C:2]2[CH:3]=[CH:4][CH:5]=[CH:6][C:1]=2[C:9]2[CH:14]=[CH:13][CH:12]=[CH:11][CH:10]=2)[CH2:24][CH2:23]1)=[O:21])([CH3:18])([CH3:16])[CH3:17]. The yield is 1.00.